From a dataset of Full USPTO retrosynthesis dataset with 1.9M reactions from patents (1976-2016). Predict the reactants needed to synthesize the given product. (1) Given the product [Cl:49][C:50]1[CH:71]=[CH:70][C:53]2[NH:54][C:55]([C@@H:57]([NH:69][C:5](=[O:7])[C:4]3[CH:8]=[CH:9][C:10]([C:11]([N:13]4[CH2:17][CH2:16][CH2:15][CH2:14]4)=[O:12])=[C:2]([CH3:1])[CH:3]=3)[CH2:58][C:59]3[CH:60]=[CH:61][C:62]([C:65]([F:67])([F:66])[F:68])=[CH:63][CH:64]=3)=[N:56][C:52]=2[CH:51]=1, predict the reactants needed to synthesize it. The reactants are: [CH3:1][C:2]1[CH:3]=[C:4]([CH:8]=[CH:9][C:10]=1[C:11]([N:13]1[CH2:17][CH2:16][CH2:15][CH2:14]1)=[O:12])[C:5]([OH:7])=O.CN(C(ON1N=NC2C=CC=CC1=2)=[N+](C)C)C.[B-](F)(F)(F)F.C(N(C(C)C)CC)(C)C.[Cl:49][C:50]1[CH:71]=[CH:70][C:53]2[NH:54][C:55]([C@@H:57]([NH2:69])[CH2:58][C:59]3[CH:64]=[CH:63][C:62]([C:65]([F:68])([F:67])[F:66])=[CH:61][CH:60]=3)=[N:56][C:52]=2[CH:51]=1.ClCl. (2) The reactants are: [CH2:1]([O:3][CH:4]([CH2:10][C:11]1[CH:12]=[N:13][C:14]([C:17]2[CH:22]=[CH:21][CH:20]=[C:19]([N:23]([CH3:34])[C:24]([NH:26][CH2:27][CH2:28][CH2:29][CH2:30][CH2:31][CH2:32][CH3:33])=[O:25])[CH:18]=2)=[CH:15][CH:16]=1)[C:5]([O:7]CC)=[O:6])[CH3:2].[OH-].[Li+]. Given the product [CH2:1]([O:3][CH:4]([CH2:10][C:11]1[CH:12]=[N:13][C:14]([C:17]2[CH:22]=[CH:21][CH:20]=[C:19]([N:23]([CH3:34])[C:24]([NH:26][CH2:27][CH2:28][CH2:29][CH2:30][CH2:31][CH2:32][CH3:33])=[O:25])[CH:18]=2)=[CH:15][CH:16]=1)[C:5]([OH:7])=[O:6])[CH3:2], predict the reactants needed to synthesize it. (3) Given the product [Br:19][CH2:15][C:14](=[O:16])[CH2:13][C:9]1([C:4]2[CH:5]=[CH:6][CH:7]=[CH:8][C:3]=2[C:2]([F:17])([F:18])[F:1])[CH2:10][CH2:11][CH2:12]1, predict the reactants needed to synthesize it. The reactants are: [F:1][C:2]([F:18])([F:17])[C:3]1[CH:8]=[CH:7][CH:6]=[CH:5][C:4]=1[C:9]1([CH2:13][C:14](=[O:16])[CH3:15])[CH2:12][CH2:11][CH2:10]1.[Br:19]Br.O. (4) Given the product [CH2:1]([O:3][C:4](=[O:24])[C:5]([CH3:23])([O:7][C:8]1[CH:13]=[CH:12][C:11]([O:14][CH2:15][C:16]2([CH2:19][C:20]#[C:21][C:26]3[CH:27]=[CH:28][C:29]([O:32][C:33]([F:34])([F:35])[F:36])=[CH:30][CH:31]=3)[CH2:18][CH2:17]2)=[CH:10][C:9]=1[CH3:22])[CH3:6])[CH3:2], predict the reactants needed to synthesize it. The reactants are: [CH2:1]([O:3][C:4](=[O:24])[C:5]([CH3:23])([O:7][C:8]1[CH:13]=[CH:12][C:11]([O:14][CH2:15][C:16]2([CH2:19][C:20]#[CH:21])[CH2:18][CH2:17]2)=[CH:10][C:9]=1[CH3:22])[CH3:6])[CH3:2].I[C:26]1[CH:31]=[CH:30][C:29]([O:32][C:33]([F:36])([F:35])[F:34])=[CH:28][CH:27]=1.